The task is: Predict the product of the given reaction.. This data is from Forward reaction prediction with 1.9M reactions from USPTO patents (1976-2016). (1) Given the reactants [C:1]1([C:7]2[CH:11]=[CH:10][N:9]([C:12]3[N:20]=[CH:19][CH:18]=[CH:17][C:13]=3[C:14]([OH:16])=O)[N:8]=2)[CH:6]=[CH:5][CH:4]=[CH:3][CH:2]=1.[Cl-].[CH2:22]([O:24][C:25](=[O:37])[CH:26]([OH:36])[CH:27]([NH3+:35])[CH2:28][C:29]1[CH:34]=[CH:33][CH:32]=[CH:31][CH:30]=1)[CH3:23], predict the reaction product. The product is: [OH:36][CH:26]([CH:27]([NH:35][C:14](=[O:16])[C:13]1[CH:17]=[CH:18][CH:19]=[N:20][C:12]=1[N:9]1[CH:10]=[CH:11][C:7]([C:1]2[CH:2]=[CH:3][CH:4]=[CH:5][CH:6]=2)=[N:8]1)[CH2:28][C:29]1[CH:30]=[CH:31][CH:32]=[CH:33][CH:34]=1)[C:25]([O:24][CH2:22][CH3:23])=[O:37]. (2) Given the reactants [F:1][CH2:2][CH2:3][NH:4][C:5](=[O:10])[C@@H:6]([NH2+:8][CH3:9])[CH3:7].[Cl-].[CH3:12][N:13]1[C:25]2[CH2:24][CH2:23][CH:22]([CH:26]3[CH2:31][CH2:30][O:29][CH2:28][CH2:27]3)[CH2:21][C:20]=2[C:19]2[C:14]1=[CH:15][CH:16]=[C:17]([C:32](O)=[O:33])[CH:18]=2.CCN(C(C)C)C(C)C.CN(C(ON1N=NC2C=CC=NC1=2)=[N+](C)C)C.F[P-](F)(F)(F)(F)F, predict the reaction product. The product is: [F:1][CH2:2][CH2:3][NH:4][C:5](=[O:10])[C@@H:6]([N:8]([CH3:9])[C:32]([C:17]1[CH:18]=[C:19]2[C:14](=[CH:15][CH:16]=1)[N:13]([CH3:12])[C:25]1[CH2:24][CH2:23][CH:22]([CH:26]3[CH2:27][CH2:28][O:29][CH2:30][CH2:31]3)[CH2:21][C:20]2=1)=[O:33])[CH3:7]. (3) The product is: [N:8]([C:11]1[CH:16]=[CH:15][N:14]=[CH:13][C:12]=1/[CH:17]=[N:22]/[C:21]1[C:23]([F:27])=[CH:24][CH:25]=[CH:26][C:20]=1[Cl:19])=[N+:9]=[N-:10]. Given the reactants C(N(CC)CC)C.[N:8]([C:11]1[CH:16]=[CH:15][N:14]=[CH:13][C:12]=1[CH:17]=O)=[N+:9]=[N-:10].[Cl:19][C:20]1[CH:26]=[CH:25][CH:24]=[C:23]([F:27])[C:21]=1[NH2:22], predict the reaction product. (4) Given the reactants Cl[C:2]([O:4][CH:5]1[CH2:10][CH2:9][CH2:8][CH2:7][CH2:6]1)=[O:3].[NH2:11][C:12]1[CH:13]=[C:14]([NH:32]C(=O)OCC2C=CC=CC=2)[CH:15]=[N:16][C:17]=1[S:18](=[O:31])(=[O:30])[NH:19][C:20]1[CH:21]=[CH:22][C:23]2[CH2:27][O:26][B:25]([OH:28])[C:24]=2[CH:29]=1, predict the reaction product. The product is: [NH2:32][C:14]1[CH:13]=[C:12]([NH:11][C:2](=[O:3])[O:4][CH:5]2[CH2:10][CH2:9][CH2:8][CH2:7][CH2:6]2)[C:17]([S:18](=[O:30])(=[O:31])[NH:19][C:20]2[CH:21]=[CH:22][C:23]3[CH2:27][O:26][B:25]([OH:28])[C:24]=3[CH:29]=2)=[N:16][CH:15]=1. (5) Given the reactants Cl.[CH2:2]([C:4]1[S:24][C:7]2[N:8]=[C:9]([S:18][CH2:19][C:20]([O:22][CH3:23])=[O:21])[N:10]=[C:11]([N:12]3[CH2:17][CH2:16][NH:15][CH2:14][CH2:13]3)[C:6]=2[CH:5]=1)[CH3:3].C(N(C(C)C)CC)(C)C.[CH3:34][O:35][C:36]1[CH:41]=[CH:40][C:39]([C:42]2[C:46]([C:47](O)=[O:48])=[C:45]([CH3:50])[O:44][N:43]=2)=[CH:38][CH:37]=1.CN(C(ON1N=NC2C=CC=NC1=2)=[N+](C)C)C.F[P-](F)(F)(F)(F)F, predict the reaction product. The product is: [CH2:2]([C:4]1[S:24][C:7]2[N:8]=[C:9]([S:18][CH2:19][C:20]([O:22][CH3:23])=[O:21])[N:10]=[C:11]([N:12]3[CH2:17][CH2:16][N:15]([C:47]([C:46]4[C:42]([C:39]5[CH:40]=[CH:41][C:36]([O:35][CH3:34])=[CH:37][CH:38]=5)=[N:43][O:44][C:45]=4[CH3:50])=[O:48])[CH2:14][CH2:13]3)[C:6]=2[CH:5]=1)[CH3:3].